Dataset: Forward reaction prediction with 1.9M reactions from USPTO patents (1976-2016). Task: Predict the product of the given reaction. Given the reactants O[CH2:2][C:3]([C:5]1[CH:10]=[CH:9][CH:8]=[CH:7][CH:6]=1)=[O:4].[CH:11](=[O:18])C1C=CC=CC=1, predict the reaction product. The product is: [O:18]1[C:6]2[C:5](=[CH:10][CH:9]=[CH:8][CH:7]=2)[C:3](=[O:4])[CH2:2][CH2:11]1.